Predict the product of the given reaction. From a dataset of Forward reaction prediction with 1.9M reactions from USPTO patents (1976-2016). (1) Given the reactants [CH3:1][O:2][C:3]1[C:12]([O:13][CH3:14])=[CH:11][CH:10]=[C:9]2[C:4]=1[CH2:5][CH2:6][CH2:7][C:8]2=O.[Si]([C:20]#[N:21])(C)(C)C.B(F)(F)F.CCOCC, predict the reaction product. The product is: [CH3:1][O:2][C:3]1[C:12]([O:13][CH3:14])=[CH:11][CH:10]=[C:9]2[C:4]=1[CH2:5][CH2:6][CH:7]=[C:8]2[C:20]#[N:21]. (2) Given the reactants Br[C:2]1[CH:11]=[C:10]([N+:12]([O-:14])=[O:13])[C:9]2[C:4](=[CH:5][CH:6]=[CH:7][CH:8]=2)[N:3]=1.[CH3:15][N:16]([C:24]1[CH:29]=[CH:28][C:27](B2OC(C)(C)C(C)(C)O2)=[CH:26][CH:25]=1)[C:17](=[O:23])[O:18][C:19]([CH3:22])([CH3:21])[CH3:20], predict the reaction product. The product is: [CH3:15][N:16]([C:24]1[CH:29]=[CH:28][C:27]([C:2]2[CH:11]=[C:10]([N+:12]([O-:14])=[O:13])[C:9]3[C:4](=[CH:5][CH:6]=[CH:7][CH:8]=3)[N:3]=2)=[CH:26][CH:25]=1)[C:17](=[O:23])[O:18][C:19]([CH3:22])([CH3:20])[CH3:21]. (3) Given the reactants C1(C)C=CC(S(O[CH:11]2[CH2:16][CH2:15][N:14]([C:17]3[CH:22]=[CH:21][C:20]([N:23]4[CH2:27][C@H:26]([CH2:28][NH:29][C:30](=[O:32])[CH3:31])[O:25][C:24]4=[O:33])=[CH:19][C:18]=3[F:34])[CH2:13][CH2:12]2)(=O)=O)=CC=1.[CH3:36][S:37][CH2:38][C:39]1[NH:43][N:42]=[N:41][N:40]=1.C([O-])([O-])=O.[K+].[K+].O, predict the reaction product. The product is: [CH3:36][S:37][CH2:38][C:39]1[N:43]([CH:11]2[CH2:12][CH2:13][N:14]([C:17]3[CH:22]=[CH:21][C:20]([N:23]4[CH2:27][C@H:26]([CH2:28][NH:29][C:30](=[O:32])[CH3:31])[O:25][C:24]4=[O:33])=[CH:19][C:18]=3[F:34])[CH2:15][CH2:16]2)[N:42]=[N:41][N:40]=1.